This data is from Forward reaction prediction with 1.9M reactions from USPTO patents (1976-2016). The task is: Predict the product of the given reaction. (1) Given the reactants [CH3:1][C:2]1[CH:7]=[CH:6][C:5]([C:8]2[O:12][N:11]=[CH:10][C:9]=2[C:13](Cl)=[O:14])=[CH:4][CH:3]=1.[NH:16]1[CH2:21][CH2:20][CH2:19][CH2:18][CH:17]1[C:22]1[CH:23]=[N:24][CH:25]=[CH:26][CH:27]=1, predict the reaction product. The product is: [CH3:1][C:2]1[CH:7]=[CH:6][C:5]([C:8]2[O:12][N:11]=[CH:10][C:9]=2[C:13]([N:16]2[CH2:21][CH2:20][CH2:19][CH2:18][CH:17]2[C:22]2[CH:23]=[N:24][CH:25]=[CH:26][CH:27]=2)=[O:14])=[CH:4][CH:3]=1. (2) Given the reactants [NH2:1][CH2:2][C@@H:3]1[C@H:8]([CH3:9])[CH2:7][CH2:6][CH2:5][N:4]1[C:10]([C:12]1[C:17]([C:18]2[CH:23]=[CH:22][C:21](F)=C[CH:19]=2)=[CH:16][CH:15]=[C:14]([CH3:25])[N:13]=1)=[O:11].[N:26]1C=CC=C(B(O)O)C=1, predict the reaction product. The product is: [NH2:1][CH2:2][C@@H:3]1[C@H:8]([CH3:9])[CH2:7][CH2:6][CH2:5][N:4]1[C:10]([C:12]1[C:17]([C:18]2[CH:19]=[N:26][CH:21]=[CH:22][CH:23]=2)=[CH:16][CH:15]=[C:14]([CH3:25])[N:13]=1)=[O:11].